Dataset: Forward reaction prediction with 1.9M reactions from USPTO patents (1976-2016). Task: Predict the product of the given reaction. (1) Given the reactants [CH3:1][S:2]([C:5]1[N:10]=[C:9]([CH3:11])[C:8]([O:12]C(=O)C)=[CH:7][CH:6]=1)(=[O:4])=[O:3].[OH-].[Na+].Cl, predict the reaction product. The product is: [CH3:1][S:2]([C:5]1[N:10]=[C:9]([CH3:11])[C:8]([OH:12])=[CH:7][CH:6]=1)(=[O:4])=[O:3]. (2) Given the reactants [Cl:1][C:2]1[C:3]([O:40]C)=[N:4][CH:5]=[C:6]([Cl:39])[C:7]=1[CH2:8][CH2:9][N:10]([CH2:34][C:35]([CH3:38])([CH3:37])[CH3:36])[C:11]([C:13]1[CH:14]=[N:15][N:16]([C@H:22]2[CH2:27][CH2:26][C@H:25]([C:28]([O:30]CC)=[O:29])[C@H:24]([CH3:33])[CH2:23]2)[C:17]=1[C:18]([F:21])([F:20])[F:19])=[O:12].Cl, predict the reaction product. The product is: [Cl:1][C:2]1[C:3](=[O:40])[NH:4][CH:5]=[C:6]([Cl:39])[C:7]=1[CH2:8][CH2:9][N:10]([CH2:34][C:35]([CH3:37])([CH3:36])[CH3:38])[C:11]([C:13]1[CH:14]=[N:15][N:16]([C@H:22]2[CH2:27][CH2:26][C@H:25]([C:28]([OH:30])=[O:29])[C@H:24]([CH3:33])[CH2:23]2)[C:17]=1[C:18]([F:21])([F:20])[F:19])=[O:12]. (3) The product is: [C:1]1([C:17]2[CH:22]=[CH:21][CH:20]=[CH:19][CH:18]=2)[CH:2]=[CH:3][C:4]([CH:7]([N:15]([CH3:16])[C:36](=[O:38])[CH2:35][N:30]2[C:31]3[C:26](=[CH:25][C:24]([CH3:23])=[C:33]([CH3:34])[CH:32]=3)[CH:27]=[CH:28][C:29]2=[O:39])[CH2:8][N:9]2[CH2:10][CH2:11][O:12][CH2:13][CH2:14]2)=[CH:5][CH:6]=1. Given the reactants [C:1]1([C:17]2[CH:22]=[CH:21][CH:20]=[CH:19][CH:18]=2)[CH:6]=[CH:5][C:4]([CH:7]([NH:15][CH3:16])[CH2:8][N:9]2[CH2:14][CH2:13][O:12][CH2:11][CH2:10]2)=[CH:3][CH:2]=1.[CH3:23][C:24]1[CH:25]=[C:26]2[C:31](=[CH:32][C:33]=1[CH3:34])[N:30]([CH2:35][C:36]([OH:38])=O)[C:29](=[O:39])[CH:28]=[CH:27]2.C(N(C(C)C)CC)(C)C, predict the reaction product. (4) The product is: [C:48]([C:52]1[NH:56][N:55]=[C:54]([CH2:57][NH:58][C:41]([C:39]2[S:40][C:36]([N:33]3[CH2:34][CH2:35][N:31]([CH2:30][C:29]4[CH:46]=[CH:47][C:26]([F:25])=[CH:27][CH:28]=4)[C:32]3=[O:45])=[CH:37][C:38]=2[CH3:44])=[O:42])[CH:53]=1)([CH3:51])([CH3:49])[CH3:50]. Given the reactants CC1C=C(N2CCN(CCOC3C=CC=CC=3)C2=O)SC=1C(O)=O.[F:25][C:26]1[CH:47]=[CH:46][C:29]([CH2:30][N:31]2[CH2:35][CH2:34][N:33]([C:36]3[S:40][C:39]([C:41](O)=[O:42])=[C:38]([CH3:44])[CH:37]=3)[C:32]2=[O:45])=[CH:28][CH:27]=1.[C:48]([C:52]1[NH:56][N:55]=[C:54]([CH2:57][NH2:58])[CH:53]=1)([CH3:51])([CH3:50])[CH3:49], predict the reaction product. (5) Given the reactants [CH3:1][C:2]1[O:6][C:5]([C:7]2[CH:12]=[CH:11][CH:10]=[CH:9][CH:8]=2)=[N:4][C:3]=1[CH2:13][O:14][C:15]1[CH:20]=[CH:19][C:18]([CH2:21][OH:22])=[CH:17][CH:16]=1.Cl[C:24]1[C:29]([C:30]#[N:31])=[CH:28][CH:27]=[CH:26][N:25]=1, predict the reaction product. The product is: [CH3:1][C:2]1[O:6][C:5]([C:7]2[CH:8]=[CH:9][CH:10]=[CH:11][CH:12]=2)=[N:4][C:3]=1[CH2:13][O:14][C:15]1[CH:16]=[CH:17][C:18]([CH2:21][O:22][C:24]2[N:25]=[CH:26][CH:27]=[CH:28][C:29]=2[C:30]#[N:31])=[CH:19][CH:20]=1. (6) Given the reactants BrC1C=CC(OC(C=C)C)=C([N+]([O-])=O)C=1.BrC1C=CC(OCC=CC2C=CC=CC=2)=C([N+]([O-])=O)C=1.[Br:36][C:37]1[CH:42]=[C:41]([CH:43]([C:46]2C=CC=[CH:48][CH:47]=2)C=C)[C:40]([OH:52])=[C:39]([N+:53]([O-:55])=[O:54])[CH:38]=1, predict the reaction product. The product is: [Br:36][C:37]1[CH:38]=[C:39]([N+:53]([O-:55])=[O:54])[C:40]([OH:52])=[C:41]([CH2:43]/[CH:46]=[CH:47]/[CH3:48])[CH:42]=1. (7) Given the reactants [Cl:1][C:2]1[CH:3]=[C:4]([N:13]([CH2:20][CH3:21])[CH:14]2[CH2:19][CH2:18][NH:17][CH2:16][CH2:15]2)[C:5]([CH3:12])=[C:6]([CH:11]=1)[C:7]([O:9][CH3:10])=[O:8].Br[CH2:23][CH2:24][O:25][CH3:26].C([O-])([O-])=O.[K+].[K+], predict the reaction product. The product is: [Cl:1][C:2]1[CH:3]=[C:4]([N:13]([CH2:20][CH3:21])[CH:14]2[CH2:19][CH2:18][N:17]([CH2:23][CH2:24][O:25][CH3:26])[CH2:16][CH2:15]2)[C:5]([CH3:12])=[C:6]([CH:11]=1)[C:7]([O:9][CH3:10])=[O:8]. (8) Given the reactants [NH2:1][C:2]1[CH:3]=[CH:4][CH:5]=[C:6]2[C:10]=1[NH:9][CH:8]=[CH:7]2.[CH3:11][S:12](Cl)(=[O:14])=[O:13].N1C=CC=CC=1, predict the reaction product. The product is: [NH:9]1[C:10]2[C:6](=[CH:5][CH:4]=[CH:3][C:2]=2[NH:1][S:12]([CH3:11])(=[O:14])=[O:13])[CH:7]=[CH:8]1. (9) Given the reactants [C:1]([NH:9][C:10]1[CH:11]=[C:12]([CH:16]=[CH:17][N:18]=1)[C:13]([OH:15])=O)(=[O:8])[C:2]1[CH:7]=[CH:6][CH:5]=[CH:4][CH:3]=1.[F:19][C:20]([F:30])([F:29])[C:21]1[CH:26]=[CH:25][C:24]([CH2:27][NH2:28])=[CH:23][CH:22]=1.C(N(CC)CC)C, predict the reaction product. The product is: [C:1]([NH:9][C:10]1[CH:11]=[C:12]([CH:16]=[CH:17][N:18]=1)[C:13]([NH:28][CH2:27][C:24]1[CH:23]=[CH:22][C:21]([C:20]([F:19])([F:29])[F:30])=[CH:26][CH:25]=1)=[O:15])(=[O:8])[C:2]1[CH:3]=[CH:4][CH:5]=[CH:6][CH:7]=1. (10) Given the reactants [F:1][C:2]1[CH:7]=[CH:6][C:5]([S:8](Cl)(=[O:10])=[O:9])=[CH:4][C:3]=1[CH3:12].[CH2:13]([O:15][C:16](=[O:28])[CH:17]([NH2:27])[CH:18]([C:23]([F:26])([F:25])[F:24])[C:19]([F:22])([F:21])[F:20])[CH3:14].N1C=CC=CC=1, predict the reaction product. The product is: [CH2:13]([O:15][C:16](=[O:28])[CH:17]([NH:27][S:8]([C:5]1[CH:6]=[CH:7][C:2]([F:1])=[C:3]([CH3:12])[CH:4]=1)(=[O:10])=[O:9])[CH:18]([C:19]([F:22])([F:20])[F:21])[C:23]([F:25])([F:26])[F:24])[CH3:14].